Dataset: Reaction yield outcomes from USPTO patents with 853,638 reactions. Task: Predict the reaction yield, written as a fraction of the theoretical maximum amount of product (1.0 means a 100% yield; for example, 0.34 means a 34% yield). (1) The reactants are [CH3:1][C:2]1[C:10]2[N:9]=[C:8]([CH2:11][CH2:12][CH3:13])[N:7]([CH2:14][C:15]3[CH:32]=[CH:31][C:18]4/[C:19](=[CH:28]\[C:29]#[N:30])/[C:20]5[CH:27]=[CH:26][CH:25]=[CH:24][C:21]=5[O:22][CH2:23][C:17]=4[CH:16]=3)[C:6]=2[CH:5]=[CH:4][CH:3]=1.NO.C([N:37](CC)CC)C.[C:42](Cl)(=[O:46])[O:43]CC.CC(C)([O-])C.[K+].C(O)(=O)CC(CC(O)=O)(C(O)=O)O. The catalyst is C(O)C.C1COCC1.O. The product is [CH3:1][C:2]1[C:10]2[N:9]=[C:8]([CH2:11][CH2:12][CH3:13])[N:7]([CH2:14][C:15]3[CH:32]=[CH:31][C:18]4/[C:19](=[CH:28]\[C:29]5[NH:37][C:42](=[O:46])[O:43][N:30]=5)/[C:20]5[CH:27]=[CH:26][CH:25]=[CH:24][C:21]=5[O:22][CH2:23][C:17]=4[CH:16]=3)[C:6]=2[CH:5]=[CH:4][CH:3]=1. The yield is 0.700. (2) The reactants are C[O:2][C:3]([C:5]1[S:6][CH:7]=[CH:8][C:9]=1[OH:10])=O.[NH3:11]. The catalyst is CO. The product is [OH:10][C:9]1[CH:8]=[CH:7][S:6][C:5]=1[C:3]([NH2:11])=[O:2]. The yield is 1.00. (3) The reactants are [Cl:1][C:2]1[CH:7]=[CH:6][C:5]([S:8]([N:11]2[C@H:15]([CH2:16][O:17][Si](C)(C)C)[CH2:14][CH2:13][C@@H:12]2[C:22]2[CH:27]=[CH:26][CH:25]=[CH:24][CH:23]=2)(=[O:10])=[O:9])=[CH:4][CH:3]=1.C([O-])([O-])=O.[K+].[K+]. The catalyst is CO. The product is [Cl:1][C:2]1[CH:3]=[CH:4][C:5]([S:8]([N:11]2[C@H:12]([C:22]3[CH:23]=[CH:24][CH:25]=[CH:26][CH:27]=3)[CH2:13][CH2:14][C@@H:15]2[CH2:16][OH:17])(=[O:9])=[O:10])=[CH:6][CH:7]=1. The yield is 1.00. (4) The reactants are [NH2:1][C:2]1[C:7]([F:8])=[C:6](Cl)[N:5]=[C:4]([C:10]([O:12][CH3:13])=[O:11])[C:3]=1[O:14][CH3:15].[F:16][C:17]1[C:22]([F:23])=[C:21](B2OC(C)(C)C(C)(C)O2)[CH:20]=[CH:19][C:18]=1[Si:33]([CH3:36])([CH3:35])[CH3:34].C(=O)([O-])[O-].[Na+].[Na+].CC#N. The catalyst is CCOC(C)=O.Cl[Pd](Cl)([P](C1C=CC=CC=1)(C1C=CC=CC=1)C1C=CC=CC=1)[P](C1C=CC=CC=1)(C1C=CC=CC=1)C1C=CC=CC=1.O. The product is [NH2:1][C:2]1[C:7]([F:8])=[C:6]([C:21]2[CH:20]=[CH:19][C:18]([Si:33]([CH3:34])([CH3:36])[CH3:35])=[C:17]([F:16])[C:22]=2[F:23])[N:5]=[C:4]([C:10]([O:12][CH3:13])=[O:11])[C:3]=1[O:14][CH3:15]. The yield is 0.750. (5) The reactants are [C:1]([OH:8])(=[O:7])[CH2:2][CH2:3][C:4]([CH3:6])=O.Cl.[CH3:10][O:11][C:12]1[CH:17]=[CH:16][C:15]([N:18]([C:20](=[O:32])[C:21]2[CH:26]=[CH:25][C:24]([O:27][C:28]([F:31])([F:30])[F:29])=[CH:23][CH:22]=2)N)=[CH:14][CH:13]=1. The catalyst is C(O)(=O)C. The product is [CH3:10][O:11][C:12]1[CH:17]=[C:16]2[C:15](=[CH:14][CH:13]=1)[N:18]([C:20](=[O:32])[C:21]1[CH:26]=[CH:25][C:24]([O:27][C:28]([F:31])([F:30])[F:29])=[CH:23][CH:22]=1)[C:4]([CH3:6])=[C:3]2[CH2:2][C:1]([OH:8])=[O:7]. The yield is 0.890.